The task is: Predict the reaction yield, written as a fraction of the theoretical maximum amount of product (1.0 means a 100% yield; for example, 0.34 means a 34% yield).. This data is from Reaction yield outcomes from USPTO patents with 853,638 reactions. (1) The product is [NH2:16][C:6]1[CH:5]=[C:4]([C:1](=[O:3])[CH3:2])[CH:15]=[CH:14][C:7]=1[CH:8]=[N:9][NH:10][C:11]1[S:13][CH:18]=[C:19]([C:21]2[CH:26]=[CH:25][CH:24]=[C:23]([N+:27]([O-:29])=[O:28])[CH:22]=2)[N:12]=1. The reactants are [C:1]([C:4]1[CH:15]=[CH:14][C:7]([CH:8]=[N:9][NH:10][C:11](=[S:13])[NH2:12])=[C:6]([NH2:16])[CH:5]=1)(=[O:3])[CH3:2].Br[CH2:18][C:19]([C:21]1[CH:26]=[CH:25][CH:24]=[C:23]([N+:27]([O-:29])=[O:28])[CH:22]=1)=O. The yield is 0.790. The catalyst is C1COCC1. (2) The reactants are [CH3:1][Si:2]([C:5]#[CH:6])([CH3:4])[CH3:3].I[C:8]1[CH:13]=[CH:12][C:11]([C:14]2[CH:19]=[CH:18][CH:17]=[CH:16][N:15]=2)=[CH:10][CH:9]=1. The catalyst is C(N(CC)CC)C.C1C=CC([P]([Pd]([P](C2C=CC=CC=2)(C2C=CC=CC=2)C2C=CC=CC=2)([P](C2C=CC=CC=2)(C2C=CC=CC=2)C2C=CC=CC=2)[P](C2C=CC=CC=2)(C2C=CC=CC=2)C2C=CC=CC=2)(C2C=CC=CC=2)C2C=CC=CC=2)=CC=1.[Cu]I. The product is [CH3:1][Si:2]([C:5]#[C:6][C:8]1[CH:9]=[CH:10][C:11]([C:14]2[CH:19]=[CH:18][CH:17]=[CH:16][N:15]=2)=[CH:12][CH:13]=1)([CH3:4])[CH3:3]. The yield is 0.720. (3) The reactants are [H-].[Na+].C[C:4](P(OC)(O)=O)([C:6]([O-:8])=[O:7])[CH3:5].[C:14]([O:18][C:19]([NH:21][CH:22]([CH2:26][C:27]1[CH:32]=[CH:31][C:30]([C:33]2[CH:38]=[CH:37][C:36](C=O)=[CH:35][CH:34]=2)=[CH:29][CH:28]=1)[C:23]([OH:25])=[O:24])=[O:20])([CH3:17])([CH3:16])[CH3:15].[CH3:41]CCCCC. The catalyst is C1COCC1. The product is [CH3:41][O:8][C:6](=[O:7])[CH:4]=[CH:5][C:36]1[CH:37]=[CH:38][C:33]([C:30]2[CH:31]=[CH:32][C:27]([CH2:26][CH:22]([NH:21][C:19]([O:18][C:14]([CH3:17])([CH3:16])[CH3:15])=[O:20])[C:23]([OH:25])=[O:24])=[CH:28][CH:29]=2)=[CH:34][CH:35]=1. The yield is 0.930. (4) The reactants are [CH3:1][O:2][C:3]1[CH:9]=[C:8]([N+:10]([O-:12])=[O:11])[CH:7]=[CH:6][C:4]=1[NH2:5].N1C=CC=CC=1.[C:19](Cl)([O:21][CH2:22][CH:23]1[C:35]2[C:30](=[CH:31][CH:32]=[CH:33][CH:34]=2)[C:29]2[C:24]1=[CH:25][CH:26]=[CH:27][CH:28]=2)=[O:20]. The catalyst is C1COCC1. The product is [CH:34]1[C:35]2[CH:23]([CH2:22][O:21][C:19](=[O:20])[NH:5][C:4]3[CH:6]=[CH:7][C:8]([N+:10]([O-:12])=[O:11])=[CH:9][C:3]=3[O:2][CH3:1])[C:24]3[C:29](=[CH:28][CH:27]=[CH:26][CH:25]=3)[C:30]=2[CH:31]=[CH:32][CH:33]=1. The yield is 0.880. (5) The reactants are [CH3:1][O:2][C:3]1[N:8]=[CH:7][C:6]([NH:9][C:10]2[N:14]([C:15]3[CH:20]=[C:19](S(C)=O)[N:18]=[C:17]([CH3:24])[N:16]=3)[N:13]=[C:12]([CH3:25])[CH:11]=2)=[CH:5][CH:4]=1.[OH-].[NH4+:27]. The yield is 0.350. The product is [CH3:1][O:2][C:3]1[N:8]=[CH:7][C:6]([NH:9][C:10]2[N:14]([C:15]3[N:16]=[C:17]([CH3:24])[N:18]=[C:19]([NH2:27])[CH:20]=3)[N:13]=[C:12]([CH3:25])[CH:11]=2)=[CH:5][CH:4]=1. The catalyst is C(O)(C)C. (6) The reactants are [NH2:1][C:2]1[CH:10]=[CH:9][C:8]([OH:11])=[CH:7][C:3]=1[C:4]([OH:6])=[O:5].[CH3:12][C:13]([O:16][C:17](O[C:17]([O:16][C:13]([CH3:15])([CH3:14])[CH3:12])=[O:18])=[O:18])([CH3:15])[CH3:14]. The catalyst is C(Cl)Cl. The product is [C:13]([O:16][C:17]([NH:1][C:2]1[CH:10]=[CH:9][C:8]([OH:11])=[CH:7][C:3]=1[C:4]([OH:6])=[O:5])=[O:18])([CH3:15])([CH3:14])[CH3:12]. The yield is 0.756. (7) The reactants are [NH:1]1[CH2:6][CH2:5][O:4][CH2:3][CH2:2]1.C([S:9][C:10](=S)[CH2:11][C:12](=[O:27])[C:13]1[C:26]2[S:25][C:24]3[C:19](=[CH:20][CH:21]=[CH:22][CH:23]=3)[S:18][C:17]=2[CH:16]=[CH:15][CH:14]=1)C. The catalyst is C(O)C. The product is [N:1]1([C:10](=[S:9])[CH2:11][C:12]([C:13]2[C:26]3[S:25][C:24]4[C:19](=[CH:20][CH:21]=[CH:22][CH:23]=4)[S:18][C:17]=3[CH:16]=[CH:15][CH:14]=2)=[O:27])[CH2:6][CH2:5][O:4][CH2:3][CH2:2]1. The yield is 0.820. (8) The reactants are [I-].[CH2:2]([O:9][C:10]1[C:36]([F:37])=[CH:35][C:34]([F:38])=[CH:33][C:11]=1[CH2:12][CH2:13][P+](C1C=CC=CC=1)(C1C=CC=CC=1)C1C=CC=CC=1)[C:3]1[CH:8]=[CH:7][CH:6]=[CH:5][CH:4]=1.[H-].[Na+].[C:41]([O:45][C@@H:46]([C:52]1[C:53]([CH3:95])=[N:54][C:55]2[N:56]([N:90]=[C:91]([CH:93]=O)[CH:92]=2)[C:57]=1[N:58]1[CH2:63][CH2:62][C:61]([O:65][CH2:66][CH2:67][CH2:68][CH2:69][C@H:70]([O:72][Si:73]([C:86]([CH3:89])([CH3:88])[CH3:87])([C:80]2[CH:85]=[CH:84][CH:83]=[CH:82][CH:81]=2)[C:74]2[CH:79]=[CH:78][CH:77]=[CH:76][CH:75]=2)[CH3:71])([CH3:64])[CH2:60][CH2:59]1)[C:47]([O:49][CH2:50][CH3:51])=[O:48])([CH3:44])([CH3:43])[CH3:42]. The catalyst is C1COCC1. The product is [CH2:2]([O:9][C:10]1[C:36]([F:37])=[CH:35][C:34]([F:38])=[CH:33][C:11]=1[CH2:12][CH:13]=[CH:93][C:91]1[CH:92]=[C:55]2[N:54]=[C:53]([CH3:95])[C:52]([C@H:46]([O:45][C:41]([CH3:44])([CH3:43])[CH3:42])[C:47]([O:49][CH2:50][CH3:51])=[O:48])=[C:57]([N:58]3[CH2:63][CH2:62][C:61]([O:65][CH2:66][CH2:67][CH2:68][CH2:69][C@H:70]([O:72][Si:73]([C:86]([CH3:87])([CH3:88])[CH3:89])([C:74]4[CH:75]=[CH:76][CH:77]=[CH:78][CH:79]=4)[C:80]4[CH:81]=[CH:82][CH:83]=[CH:84][CH:85]=4)[CH3:71])([CH3:64])[CH2:60][CH2:59]3)[N:56]2[N:90]=1)[C:3]1[CH:4]=[CH:5][CH:6]=[CH:7][CH:8]=1. The yield is 0.730.